Dataset: Forward reaction prediction with 1.9M reactions from USPTO patents (1976-2016). Task: Predict the product of the given reaction. (1) Given the reactants [F:1][C:2]1[CH:28]=[CH:27][CH:26]=[C:25]([F:29])[C:3]=1[C:4]([NH:6][C:7]1[CH:12]=[CH:11][C:10]([C:13]2[C:14]([CH3:23])=[N:15][N:16]([C:18]3[S:19][CH:20]=[CH:21][N:22]=3)[CH:17]=2)=[C:9]([F:24])[CH:8]=1)=O, predict the reaction product. The product is: [F:29][C:25]1[CH:26]=[CH:27][CH:28]=[C:2]([F:1])[C:3]=1[CH2:4][NH:6][C:7]1[CH:12]=[CH:11][C:10]([C:13]2[C:14]([CH3:23])=[N:15][N:16]([C:18]3[S:19][CH:20]=[CH:21][N:22]=3)[CH:17]=2)=[C:9]([F:24])[CH:8]=1. (2) Given the reactants [CH3:1][C:2]1([CH3:17])[O:7][C:6]2[C:8]([CH3:16])=[CH:9][C:10]([C:12]([O:14]C)=[O:13])=[CH:11][C:5]=2[CH2:4][O:3]1.[OH-].[Li+].C(OCC)(=O)C, predict the reaction product. The product is: [CH3:1][C:2]1([CH3:17])[O:7][C:6]2[C:8]([CH3:16])=[CH:9][C:10]([C:12]([OH:14])=[O:13])=[CH:11][C:5]=2[CH2:4][O:3]1. (3) Given the reactants [CH:1]1([CH2:4][C:5]([OH:7])=[O:6])[CH2:3][CH2:2]1.S(Cl)(Cl)=O.BrN1C(=O)C[CH2:15][C:14]1=O.[BrH:20], predict the reaction product. The product is: [Br:20][CH:4]([CH:1]1[CH2:3][CH2:2]1)[C:5]([O:7][CH2:14][CH3:15])=[O:6]. (4) Given the reactants [Br:1][C:2]1[CH:3]=[CH:4][C:5]2[N:6]([C:8]([C:18]([O:20]CC)=[O:19])=[C:9]([C:11]3[CH:16]=[CH:15][C:14]([F:17])=[CH:13][CH:12]=3)[N:10]=2)[CH:7]=1.CO.[OH-].[Na+].Cl, predict the reaction product. The product is: [Br:1][C:2]1[CH:3]=[CH:4][C:5]2[N:6]([C:8]([C:18]([OH:20])=[O:19])=[C:9]([C:11]3[CH:12]=[CH:13][C:14]([F:17])=[CH:15][CH:16]=3)[N:10]=2)[CH:7]=1. (5) Given the reactants [CH2:1]([C:3]1[C:8]([F:9])=[CH:7][C:6]([CH2:10][O:11]COC)=[CH:5][N:4]=1)[CH3:2].O.[OH-].[Na+].C(=O)([O-])O.[Na+], predict the reaction product. The product is: [CH2:1]([C:3]1[N:4]=[CH:5][C:6]([CH2:10][OH:11])=[CH:7][C:8]=1[F:9])[CH3:2]. (6) Given the reactants [N+:1]([C:4]1[CH:5]=[CH:6][C:7]([O:10][C:11]2[CH:12]=[C:13]3[C:18](=[CH:19][CH:20]=2)[O:17][CH:16]([C:21]2[CH:26]=[CH:25][CH:24]=[CH:23][CH:22]=2)[CH2:15][CH2:14]3)=[N:8][CH:9]=1)([O-:3])=[O:2].C1(C2CC(O)C3C(=CC=C(O)C=3)[O:34]2)C=CC=CC=1, predict the reaction product. The product is: [N+:1]([C:4]1[CH:5]=[CH:6][C:7]([O:10][C:11]2[CH:12]=[C:13]3[C:18](=[CH:19][CH:20]=2)[O:17][CH:16]([C:21]2[CH:22]=[CH:23][CH:24]=[CH:25][CH:26]=2)[CH2:15][CH:14]3[OH:34])=[N:8][CH:9]=1)([O-:3])=[O:2]. (7) Given the reactants [C:1]([O:5][C:6](=[O:22])[NH:7][C:8]1[CH:13]=[CH:12][C:11]([C:14](=[O:20])[CH:15]=[CH:16][N:17](C)C)=[C:10]([Cl:21])[CH:9]=1)([CH3:4])([CH3:3])[CH3:2].Cl.NO, predict the reaction product. The product is: [C:1]([O:5][C:6](=[O:22])[NH:7][C:8]1[CH:13]=[CH:12][C:11]([C:14]2[O:20][N:17]=[CH:16][CH:15]=2)=[C:10]([Cl:21])[CH:9]=1)([CH3:4])([CH3:3])[CH3:2]. (8) Given the reactants Cl[C:2]1[C:11]2[C:6](=[CH:7][C:8]([O:12][CH3:13])=[CH:9][CH:10]=2)[CH:5]=[C:4]([NH:14][C:15]2[CH:19]=[C:18]([CH3:20])[NH:17][N:16]=2)[N:3]=1.[CH:21]1[C:30]2[C:25](=[CH:26][CH:27]=[CH:28][CH:29]=2)[CH:24]=[CH:23][C:22]=1B(O)O, predict the reaction product. The product is: [CH3:20][C:18]1[NH:17][N:16]=[C:15]([NH:14][C:4]2[N:3]=[C:2]([C:23]3[CH:22]=[CH:21][C:30]4[C:25](=[CH:26][CH:27]=[CH:28][CH:29]=4)[CH:24]=3)[C:11]3[C:6]([CH:5]=2)=[CH:7][C:8]([O:12][CH3:13])=[CH:9][CH:10]=3)[CH:19]=1. (9) Given the reactants CC1(C)[O:6][C@H:5]([CH2:7][CH2:8][NH:9][C:10]2[CH:15]=[CH:14][C:13]([S:16]([NH:19][C:20]3[S:21][CH:22]=[CH:23][N:24]=3)(=[O:18])=[O:17])=[CH:12][CH:11]=2)[C:4](=O)[O:3]1.O.C1(C)C=CC(S(O)(=O)=O)=CC=1, predict the reaction product. The product is: [OH:6][C@@H:5]1[CH2:7][CH2:8][N:9]([C:10]2[CH:15]=[CH:14][C:13]([S:16]([NH:19][C:20]3[S:21][CH:22]=[CH:23][N:24]=3)(=[O:18])=[O:17])=[CH:12][CH:11]=2)[C:4]1=[O:3]. (10) The product is: [Cl:1][C:2]1[CH:3]=[C:4]([C:10]2[C:11]([CH3:27])=[N:12][N:13]([CH2:16][C:17]3[CH:18]=[CH:19][C:20]([C:23]([NH:31][CH2:28][CH2:29][CH3:30])=[O:24])=[N:21][CH:22]=3)[C:14]=2[CH3:15])[CH:5]=[CH:6][C:7]=1[C:8]#[N:9]. Given the reactants [Cl:1][C:2]1[CH:3]=[C:4]([C:10]2[C:11]([CH3:27])=[N:12][N:13]([CH2:16][C:17]3[CH:18]=[CH:19][C:20]([C:23](OC)=[O:24])=[N:21][CH:22]=3)[C:14]=2[CH3:15])[CH:5]=[CH:6][C:7]=1[C:8]#[N:9].[CH2:28]([NH2:31])[CH2:29][CH3:30], predict the reaction product.